From a dataset of Forward reaction prediction with 1.9M reactions from USPTO patents (1976-2016). Predict the product of the given reaction. (1) Given the reactants Cl[CH2:2][CH2:3][C:4]1[CH:9]=[CH:8][C:7]([N:10]2[C:14]3=[N:15][C:16]([CH3:20])=[CH:17][C:18]([CH3:19])=[C:13]3[N:12]=[C:11]2[CH2:21][CH3:22])=[CH:6][CH:5]=1.[CH3:23][NH2:24], predict the reaction product. The product is: [CH2:21]([C:11]1[N:10]([C:7]2[CH:8]=[CH:9][C:4]([CH2:3][CH2:2][NH:24][CH3:23])=[CH:5][CH:6]=2)[C:14]2=[N:15][C:16]([CH3:20])=[CH:17][C:18]([CH3:19])=[C:13]2[N:12]=1)[CH3:22]. (2) Given the reactants C[N:2](C)/[CH:3]=[N:4]/[C:5]([C:7]1[CH:12]=[CH:11][N:10]2[C:13]([C:16]3[CH:21]=[CH:20][CH:19]=[C:18]([NH:22][C:23]([NH:25][CH2:26][C:27]([F:30])([F:29])[F:28])=[O:24])[CH:17]=3)=[CH:14][N:15]=[C:9]2[CH:8]=1)=[O:6].[OH-:32].[Na+].[CH3:34][C:35](O)=O.O, predict the reaction product. The product is: [CH3:14][CH2:13][CH:16]([CH2:17][CH2:18][C:19]([OH:32])([CH2:35][CH3:34])[CH3:20])[CH3:21].[O:6]1[C:5]([C:7]2[CH:12]=[CH:11][N:10]3[C:13]([C:16]4[CH:17]=[C:18]([NH:22][C:23]([NH:25][CH2:26][C:27]([F:30])([F:29])[F:28])=[O:24])[CH:19]=[CH:20][CH:21]=4)=[CH:14][N:15]=[C:9]3[CH:8]=2)=[N:4][CH:3]=[N:2]1. (3) Given the reactants [CH3:1][O:2][C:3]1[CH:8]=[CH:7][C:6]([CH2:9][CH2:10][O:11][C:12]2[CH:20]=[CH:19][CH:18]=[C:17]3[C:13]=2[CH:14]=[C:15]([C:21]([OH:23])=O)[NH:16]3)=[CH:5][CH:4]=1.[NH2:24][CH:25]1[CH2:30][CH2:29][C:28]([CH2:32][CH2:33][N:34]2[CH2:39][CH2:38][C@H:37]([OH:40])[C@@H:36]([CH3:41])[CH2:35]2)([OH:31])[CH2:27][CH2:26]1, predict the reaction product. The product is: [OH:31][C:28]1([CH2:32][CH2:33][N:34]2[CH2:39][CH2:38][C@H:37]([OH:40])[C@@H:36]([CH3:41])[CH2:35]2)[CH2:29][CH2:30][CH:25]([NH:24][C:21]([C:15]2[NH:16][C:17]3[C:13]([CH:14]=2)=[C:12]([O:11][CH2:10][CH2:9][C:6]2[CH:5]=[CH:4][C:3]([O:2][CH3:1])=[CH:8][CH:7]=2)[CH:20]=[CH:19][CH:18]=3)=[O:23])[CH2:26][CH2:27]1. (4) Given the reactants [NH2:1][C:2]1[CH:3]=[C:4]([CH:16]=[CH:17][CH:18]=1)[O:5][C:6]1[CH:11]=[CH:10][N:9]=[C:8]2[NH:12][C:13](=[O:15])[NH:14][C:7]=12.[F:19][C:20]([F:31])([F:30])[C:21]1[CH:22]=[C:23]([CH:27]=[CH:28][CH:29]=1)[C:24](Cl)=[O:25], predict the reaction product. The product is: [O:15]=[C:13]1[NH:12][C:8]2=[N:9][CH:10]=[CH:11][C:6]([O:5][C:4]3[CH:3]=[C:2]([NH:1][C:24](=[O:25])[C:23]4[CH:27]=[CH:28][CH:29]=[C:21]([C:20]([F:19])([F:30])[F:31])[CH:22]=4)[CH:18]=[CH:17][CH:16]=3)=[C:7]2[NH:14]1. (5) Given the reactants [F:1][C:2]1[CH:3]=[CH:4][C:5]([O:19][CH3:20])=[C:6]([C:8]([CH3:18])([CH3:17])[CH2:9][C:10]2([C:13]([F:16])([F:15])[F:14])[CH2:12][O:11]2)[CH:7]=1.[F:21][C:22]1[CH:27]=[CH:26][CH:25]=[CH:24][C:23]=1[N:28]1[C:32]2=[N:33][C:34]([CH3:38])=[N:35][C:36]([NH2:37])=[C:31]2[CH:30]=[N:29]1, predict the reaction product. The product is: [F:14][C:13]([F:16])([F:15])[C:10]([CH2:12][NH:37][C:36]1[N:35]=[C:34]([CH3:38])[N:33]=[C:32]2[N:28]([C:23]3[CH:24]=[CH:25][CH:26]=[CH:27][C:22]=3[F:21])[N:29]=[CH:30][C:31]=12)([OH:11])[CH2:9][C:8]([C:6]1[CH:7]=[C:2]([F:1])[CH:3]=[CH:4][C:5]=1[O:19][CH3:20])([CH3:18])[CH3:17]. (6) Given the reactants [F:1][C:2]1[CH:7]=[CH:6][C:5]([CH2:8][C:9]2[CH:18]=[C:17]3[C:12]([C:13]([OH:31])=[C:14]([C:24]([NH:26][CH2:27][CH2:28][O:29][CH3:30])=[O:25])[C:15](=[O:23])[N:16]3[CH2:19][C:20]([OH:22])=O)=[N:11][CH:10]=2)=[CH:4][CH:3]=1.[CH2:32]([NH:34][CH3:35])[CH3:33], predict the reaction product. The product is: [CH2:32]([N:34]([CH3:35])[C:20](=[O:22])[CH2:19][N:16]1[C:17]2[C:12](=[N:11][CH:10]=[C:9]([CH2:8][C:5]3[CH:6]=[CH:7][C:2]([F:1])=[CH:3][CH:4]=3)[CH:18]=2)[C:13]([OH:31])=[C:14]([C:24]([NH:26][CH2:27][CH2:28][O:29][CH3:30])=[O:25])[C:15]1=[O:23])[CH3:33]. (7) Given the reactants Br[C:2]1[CH:3]=[C:4]([S:9][C:10]2[CH:22]=[CH:21][C:13]([O:14][CH2:15][C:16]([O:18][CH2:19][CH3:20])=[O:17])=[C:12]([CH3:23])[CH:11]=2)[CH:5]=[C:6]([Br:8])[CH:7]=1.[C:24]([C:26]1[CH:31]=[CH:30][CH:29]=[CH:28][N:27]=1)#[CH:25].C(P(C(C)(C)C)C(C)(C)C)(C)(C)C.C1CCCCC1.C(NC(C)C)(C)C, predict the reaction product. The product is: [Br:8][C:6]1[CH:5]=[C:4]([S:9][C:10]2[CH:22]=[CH:21][C:13]([O:14][CH2:15][C:16]([O:18][CH2:19][CH3:20])=[O:17])=[C:12]([CH3:23])[CH:11]=2)[CH:3]=[C:2]([C:25]#[C:24][C:26]2[CH:31]=[CH:30][CH:29]=[CH:28][N:27]=2)[CH:7]=1.